Regression. Given a peptide amino acid sequence and an MHC pseudo amino acid sequence, predict their binding affinity value. This is MHC class II binding data. From a dataset of Peptide-MHC class II binding affinity with 134,281 pairs from IEDB. (1) The peptide sequence is KQELDEISTNIRQAG. The MHC is DRB1_1302 with pseudo-sequence DRB1_1302. The binding affinity (normalized) is 0.346. (2) The peptide sequence is GEPGLPGARGLTGRPGD. The MHC is HLA-DQA10301-DQB10302 with pseudo-sequence HLA-DQA10301-DQB10302. The binding affinity (normalized) is 0. (3) The peptide sequence is RMRRPTGKVTLEADV. The MHC is DRB4_0103 with pseudo-sequence DRB4_0103. The binding affinity (normalized) is 0.778. (4) The peptide sequence is TFWMGSHEVNGTWMI. The MHC is DRB1_0801 with pseudo-sequence DRB1_0801. The binding affinity (normalized) is 0.398. (5) The peptide sequence is GMVIFFMSPKGISRM. The MHC is HLA-DQA10102-DQB10501 with pseudo-sequence HLA-DQA10102-DQB10501. The binding affinity (normalized) is 0.872. (6) The peptide sequence is EKKYFAATQFETLAA. The MHC is DRB1_1001 with pseudo-sequence DRB1_1001. The binding affinity (normalized) is 0.704. (7) The peptide sequence is TVYVGIVTMLSPMLHK. The MHC is DRB1_1101 with pseudo-sequence DRB1_1101. The binding affinity (normalized) is 0.898. (8) The peptide sequence is AFKVAAPAANAAPAN. The MHC is DRB1_0901 with pseudo-sequence DRB1_0901. The binding affinity (normalized) is 0.689. (9) The peptide sequence is EEALNVALAVVTLLA. The MHC is DRB1_0401 with pseudo-sequence DRB1_0401. The binding affinity (normalized) is 0.118. (10) The peptide sequence is SHHYIRVGNETGLEL. The MHC is DRB1_1101 with pseudo-sequence DRB1_1101. The binding affinity (normalized) is 0.750.